Predict which catalyst facilitates the given reaction. From a dataset of Catalyst prediction with 721,799 reactions and 888 catalyst types from USPTO. (1) Reactant: [C:1]1([OH:7])[CH:6]=[CH:5][CH:4]=[CH:3][CH:2]=1.[CH2:8](Br)[CH2:9][CH2:10][CH2:11][CH2:12][CH2:13][CH2:14][CH2:15][CH2:16][CH2:17][CH2:18][CH3:19].C(=O)([O-])[O-].[K+].[K+]. Product: [CH2:19]([O:7][C:1]1[CH:6]=[CH:5][CH:4]=[CH:3][CH:2]=1)[CH2:18][CH2:17][CH2:16][CH2:15][CH2:14][CH2:13][CH2:12][CH2:11][CH2:10][CH2:9][CH3:8]. The catalyst class is: 9. (2) Reactant: [CH2:1]([O:3][P:4]([O-:8])[O:5][CH2:6][CH3:7])[CH3:2].[H-].[Na+].[Br:11][C:12]1[C:13]([C:24]([P:27](=[O:34])([O:31][CH2:32][CH3:33])[O:28][CH2:29][CH3:30])([F:26])[F:25])=[CH:14][C:15]2[C:20]([CH:21]=1)=[CH:19][CH:18]=[C:17]([CH2:22]Br)[CH:16]=2. Product: [CH2:1]([O:3][P:4]([CH2:22][C:17]1[CH:18]=[CH:19][C:20]2[C:15](=[CH:14][C:13]([C:24]([P:27]([O:31][CH2:32][CH3:33])([O:28][CH2:29][CH3:30])=[O:34])([F:26])[F:25])=[C:12]([Br:11])[CH:21]=2)[CH:16]=1)(=[O:8])[O:5][CH2:6][CH3:7])[CH3:2]. The catalyst class is: 11. (3) Reactant: [CH3:1][O:2][C:3]1[CH:8]=[CH:7][CH:6]=[CH:5][C:4]=1[N:9]1[CH2:14][CH2:13][NH:12][CH2:11][CH2:10]1.Br[CH2:16][C:17]1[N:21]([CH3:22])[N:20]([C:23]2[CH:28]=[CH:27][CH:26]=[CH:25][CH:24]=2)[C:19](=[O:29])[C:18]=1[Cl:30].C(N(CC)CC)C.O. Product: [Cl:30][C:18]1[C:19](=[O:29])[N:20]([C:23]2[CH:24]=[CH:25][CH:26]=[CH:27][CH:28]=2)[N:21]([CH3:22])[C:17]=1[CH2:16][N:12]1[CH2:13][CH2:14][N:9]([C:4]2[CH:5]=[CH:6][CH:7]=[CH:8][C:3]=2[O:2][CH3:1])[CH2:10][CH2:11]1. The catalyst class is: 76.